Dataset: Reaction yield outcomes from USPTO patents with 853,638 reactions. Task: Predict the reaction yield, written as a fraction of the theoretical maximum amount of product (1.0 means a 100% yield; for example, 0.34 means a 34% yield). (1) The reactants are [ClH:1].[CH2:2]([C:6]1[N:7]=[C:8]([NH2:11])[NH:9][CH:10]=1)[CH2:3][C:4]#[CH:5].[N:12]([CH2:15][CH2:16][CH2:17][C:18]1[CH:23]=[CH:22][CH:21]=[CH:20][CH:19]=1)=[N+:13]=[N-:14]. No catalyst specified. The product is [ClH:1].[C:18]1([CH2:17][CH2:16][CH2:15][N:12]2[CH:5]=[C:4]([CH2:3][CH2:2][C:6]3[N:7]=[C:8]([NH2:11])[NH:9][CH:10]=3)[N:14]=[N:13]2)[CH:23]=[CH:22][CH:21]=[CH:20][CH:19]=1. The yield is 0.360. (2) The reactants are [C:1]([O:5][C:6]([C@:8]1([C:19](=[O:24])[N:20]([O:22][CH3:23])[CH3:21])[C@@H:10]([C:11]2[CH:16]=[CH:15][CH:14]=[CH:13][CH:12]=2)[C@H:9]1[CH2:17][OH:18])=[O:7])([CH3:4])([CH3:3])[CH3:2].[CH3:25]I. The catalyst is [Ag]=O. The product is [C:1]([O:5][C:6]([C@:8]1([C:19](=[O:24])[N:20]([O:22][CH3:23])[CH3:21])[C@@H:10]([C:11]2[CH:16]=[CH:15][CH:14]=[CH:13][CH:12]=2)[C@H:9]1[CH2:17][O:18][CH3:25])=[O:7])([CH3:4])([CH3:3])[CH3:2]. The yield is 0.580.